Dataset: Catalyst prediction with 721,799 reactions and 888 catalyst types from USPTO. Task: Predict which catalyst facilitates the given reaction. (1) Reactant: [N:1]1[C:10]2[C:5](=[CH:6][CH:7]=[CH:8][CH:9]=2)[CH:4]=[CH:3][C:2]=1[NH2:11].N1C=CC=CC=1.[CH3:18][C:19]1[CH:24]=[CH:23][C:22]([S:25](Cl)(=[O:27])=[O:26])=[CH:21][CH:20]=1. Product: [CH3:18][C:19]1[CH:24]=[CH:23][C:22]([S:25]([NH:11][C:2]2[CH:3]=[CH:4][C:5]3[C:10](=[CH:9][CH:8]=[CH:7][CH:6]=3)[N:1]=2)(=[O:27])=[O:26])=[CH:21][CH:20]=1. The catalyst class is: 6. (2) The catalyst class is: 1. Product: [C:1]([O:5][C:6]([N:8]1[CH2:26][CH2:25][C:12]2=[C:13]([N:20]3[CH2:21][CH:22]([O:24][CH2:29][C:30]4[CH:35]=[CH:34][CH:33]=[CH:32][CH:31]=4)[CH2:23]3)[N:14]3[C:18]([N:19]=[C:11]2[CH2:10][CH2:9]1)=[CH:17][CH:16]=[N:15]3)=[O:7])([CH3:4])([CH3:2])[CH3:3]. Reactant: [C:1]([O:5][C:6]([N:8]1[CH2:26][CH2:25][C:12]2=[C:13]([N:20]3[CH2:23][CH:22]([OH:24])[CH2:21]3)[N:14]3[C:18]([N:19]=[C:11]2[CH2:10][CH2:9]1)=[CH:17][CH:16]=[N:15]3)=[O:7])([CH3:4])([CH3:3])[CH3:2].[H-].[Na+].[CH2:29](Br)[C:30]1[CH:35]=[CH:34][CH:33]=[CH:32][CH:31]=1. (3) Reactant: [F:1][C:2]1[CH:20]=[CH:19][C:5]([C:6]([NH:8][C@@H:9]([CH2:13][CH2:14][CH2:15][C:16]([OH:18])=[O:17])[C:10]([OH:12])=[O:11])=[O:7])=[CH:4][CH:3]=1.[C:21](Cl)(=O)C.C([O-])([O-])=O.[Na+].[Na+]. Product: [F:1][C:2]1[CH:3]=[CH:4][C:5]([C:6]([NH:8][C@@H:9]([CH2:13][CH2:14][CH2:15][C:16]([O:18][CH3:21])=[O:17])[C:10]([OH:12])=[O:11])=[O:7])=[CH:19][CH:20]=1. The catalyst class is: 5. (4) Reactant: [N:1]([C:4]1[CH:9]=[CH:8][N:7]=[CH:6][C:5]=1/[CH:10]=[N:11]/[C:12]1[C:17]([F:18])=[CH:16][CH:15]=[CH:14][C:13]=1[Cl:19])=[N+]=[N-]. Product: [Cl:19][C:13]1[CH:14]=[CH:15][CH:16]=[C:17]([F:18])[C:12]=1[N:11]1[CH:10]=[C:5]2[CH:6]=[N:7][CH:8]=[CH:9][C:4]2=[N:1]1. The catalyst class is: 11. (5) Reactant: [CH3:1][O:2][C:3]([CH2:5][N:6]1[C:10](/[CH:11]=[C:12]2\[CH2:13][N:14]([C:19]([C:32]3[CH:37]=[CH:36][CH:35]=[CH:34][CH:33]=3)([C:26]3[CH:31]=[CH:30][CH:29]=[CH:28][CH:27]=3)[C:20]3[CH:25]=[CH:24][CH:23]=[CH:22][CH:21]=3)[CH2:15][CH2:16][CH:17]\2O)=[CH:9][N:8]=[N:7]1)=[O:4].ClCCl.[C:41]([OH:44])(=[S:43])[CH3:42].C(OC(OCC(C)(C)C)N(C)C)C(C)(C)C. Product: [C:41]([S:43][CH:17]1[CH2:16][CH2:15][N:14]([C:19]([C:20]2[CH:21]=[CH:22][CH:23]=[CH:24][CH:25]=2)([C:26]2[CH:27]=[CH:28][CH:29]=[CH:30][CH:31]=2)[C:32]2[CH:33]=[CH:34][CH:35]=[CH:36][CH:37]=2)[CH2:13]/[C:12]/1=[CH:11]\[C:10]1[N:6]([CH2:5][C:3]([O:2][CH3:1])=[O:4])[N:7]=[N:8][CH:9]=1)(=[O:44])[CH3:42]. The catalyst class is: 226. (6) Reactant: [H-].[Na+].[C:3]([NH:6][C:7]1[CH:12]=[CH:11][CH:10]=[CH:9][C:8]=1[O:13][C:14]1[CH:19]=[CH:18][CH:17]=[CH:16][CH:15]=1)(=[O:5])[CH3:4].[Cl:20][C:21]1[CH:28]=[CH:27][CH:26]=[CH:25][C:22]=1[CH2:23]Cl. Product: [C:3]([N:6]([CH2:23][C:22]1[CH:25]=[CH:26][CH:27]=[CH:28][C:21]=1[Cl:20])[C:7]1[CH:12]=[CH:11][CH:10]=[CH:9][C:8]=1[O:13][C:14]1[CH:19]=[CH:18][CH:17]=[CH:16][CH:15]=1)(=[O:5])[CH3:4]. The catalyst class is: 9. (7) Reactant: Cl[CH2:2][CH2:3][CH2:4][S:5]([NH:8][C:9]1[CH:14]=[CH:13][C:12]([O:15][C:16]2[CH:21]=[CH:20][C:19]([CH2:22][CH3:23])=[CH:18][C:17]=2[O:24][CH3:25])=[C:11]([F:26])[CH:10]=1)(=[O:7])=[O:6].[NH:27]1[CH2:32][CH2:31][O:30][CH2:29][CH2:28]1.O. Product: [CH2:22]([C:19]1[CH:20]=[CH:21][C:16]([O:15][C:12]2[CH:13]=[CH:14][C:9]([NH:8][S:5]([CH2:4][CH2:3][CH2:2][N:27]3[CH2:32][CH2:31][O:30][CH2:29][CH2:28]3)(=[O:7])=[O:6])=[CH:10][C:11]=2[F:26])=[C:17]([O:24][CH3:25])[CH:18]=1)[CH3:23]. The catalyst class is: 10. (8) Reactant: [C:1]([O:5][C:6]([N:8]1[CH2:13][CH2:12][C:11]([CH3:34])([N:14]2[CH2:19][CH2:18][CH:17]([N:20](CC3C=CC=CC=3)[C:21]3[CH:26]=[CH:25][CH:24]=[CH:23][CH:22]=3)[CH2:16][CH2:15]2)[CH2:10][CH2:9]1)=[O:7])([CH3:4])([CH3:3])[CH3:2].C([O-])=O.[NH4+]. Product: [C:1]([O:5][C:6]([N:8]1[CH2:9][CH2:10][C:11]([CH3:34])([N:14]2[CH2:15][CH2:16][CH:17]([NH:20][C:21]3[CH:26]=[CH:25][CH:24]=[CH:23][CH:22]=3)[CH2:18][CH2:19]2)[CH2:12][CH2:13]1)=[O:7])([CH3:4])([CH3:2])[CH3:3]. The catalyst class is: 563. (9) Reactant: Cl.[CH2:2]([C@@H:9]1[CH2:20][N:19]2[C:11]([C:12]3[NH:13][C:14]([CH:26]4[CH2:30][CH2:29][CH2:28][CH2:27]4)=[N:15][C:16]=3[N:17]([CH2:22][C:23]([OH:25])=O)[C:18]2=[O:21])=[N:10]1)[C:3]1[CH:8]=[CH:7][CH:6]=[CH:5][CH:4]=1.[CH2:31](N)[CH2:32][CH3:33].Cl.C([N:38]=C=NCCCN(C)C)C. Product: [CH2:2]([C@@H:9]1[CH2:20][N:19]2[C:11]([C:12]3[NH:13][C:14]([CH:26]4[CH2:30][CH2:29][CH2:28][CH2:27]4)=[N:15][C:16]=3[N:17]([CH:22]([CH2:31][CH2:32][CH3:33])[C:23]([NH2:38])=[O:25])[C:18]2=[O:21])=[N:10]1)[C:3]1[CH:8]=[CH:7][CH:6]=[CH:5][CH:4]=1. The catalyst class is: 127.